Dataset: Catalyst prediction with 721,799 reactions and 888 catalyst types from USPTO. Task: Predict which catalyst facilitates the given reaction. (1) Reactant: [Li+:1].C[Si]([N-][Si](C)(C)C)(C)C.[C:11]([C:15]1[CH:20]=[CH:19][CH:18]=[CH:17][CH:16]=1)(=[O:14])[CH2:12][CH3:13].[C:21]([O:28][CH2:29][CH3:30])(=[O:27])[C:22]([O:24]CC)=O. Product: [CH2:29]([O:28][C:21](=[O:27])/[C:22](/[O-:24])=[C:12](\[CH3:13])/[C:11](=[O:14])[C:15]1[CH:20]=[CH:19][CH:18]=[CH:17][CH:16]=1)[CH3:30].[Li+:1]. The catalyst class is: 27. (2) Reactant: [NH2:1][C:2]1[CH:3]=[C:4]([C:8]2[N:9]=[C:10]([NH:17][C:18]3[CH:26]=[CH:25][C:21]4[CH:22]=[N:23][O:24][C:20]=4[CH:19]=3)[C:11]3[N:12]([CH:14]=[CH:15][N:16]=3)[CH:13]=2)[CH:5]=[CH:6][CH:7]=1.C(N(CC)CC)C.[C:34]([C:38]1[CH:46]=[CH:45][C:41]([C:42](Cl)=[O:43])=[CH:40][CH:39]=1)([CH3:37])([CH3:36])[CH3:35]. Product: [O:24]1[C:20]2[CH:19]=[C:18]([NH:17][C:10]3[C:11]4[N:12]([CH:14]=[CH:15][N:16]=4)[CH:13]=[C:8]([C:4]4[CH:3]=[C:2]([NH:1][C:42](=[O:43])[C:41]5[CH:45]=[CH:46][C:38]([C:34]([CH3:36])([CH3:35])[CH3:37])=[CH:39][CH:40]=5)[CH:7]=[CH:6][CH:5]=4)[N:9]=3)[CH:26]=[CH:25][C:21]=2[CH:22]=[N:23]1. The catalyst class is: 1.